The task is: Predict the product of the given reaction.. This data is from Forward reaction prediction with 1.9M reactions from USPTO patents (1976-2016). (1) Given the reactants [O:1]=[C:2]1[CH:11]=[CH:10][C:9]2[C:4](=[CH:5][CH:6]=[C:7]([O:12][C:13]([F:16])([F:15])[F:14])[CH:8]=2)[N:3]1[CH2:17][C:18](O)=[O:19].[Br:21][C:22]1[C:23]([C:28]2[NH:32][N:31]=[CH:30][N:29]=2)=[C:24]([NH2:27])[S:25][CH:26]=1, predict the reaction product. The product is: [Br:21][C:22]1[C:23]([C:28]2[NH:32][N:31]=[CH:30][N:29]=2)=[C:24]([NH:27][C:18](=[O:19])[CH2:17][N:3]2[C:4]3[C:9](=[CH:8][C:7]([O:12][C:13]([F:16])([F:15])[F:14])=[CH:6][CH:5]=3)[CH:10]=[CH:11][C:2]2=[O:1])[S:25][CH:26]=1. (2) Given the reactants [F:1][C:2]1[CH:7]=[CH:6][C:5]([F:8])=[CH:4][C:3]=1[S:9]([NH:12][C:13]1[C:14]([F:39])=[C:15]([C:19]2[N:20]=[C:21]([C:35]([CH3:38])([CH3:37])[CH3:36])[S:22][C:23]=2[C:24]2[CH:29]=[CH:28][N:27]=[C:26]([CH2:30][CH2:31][C:32](O)=[O:33])[N:25]=2)[CH:16]=[CH:17][CH:18]=1)(=[O:11])=[O:10].CN(C(ON1N=NC2C=CC=NC1=2)=[N+](C)C)C.F[P-](F)(F)(F)(F)F.CCN(C(C)C)C(C)C.[NH:73]1[CH2:78][CH2:77][O:76][CH2:75][CH2:74]1, predict the reaction product. The product is: [CH3:38][C:35]([C:21]1[S:22][C:23]([C:24]2[CH:29]=[CH:28][N:27]=[C:26]([CH2:30][CH2:31][C:32]([N:73]3[CH2:78][CH2:77][O:76][CH2:75][CH2:74]3)=[O:33])[N:25]=2)=[C:19]([C:15]2[C:14]([F:39])=[C:13]([NH:12][S:9]([C:3]3[CH:4]=[C:5]([F:8])[CH:6]=[CH:7][C:2]=3[F:1])(=[O:11])=[O:10])[CH:18]=[CH:17][CH:16]=2)[N:20]=1)([CH3:37])[CH3:36]. (3) Given the reactants [C:1]1([OH:7])[CH:6]=[CH:5][CH:4]=[CH:3][CH:2]=1.C=O.[C:10]([OH:15])(=O)[C:11](O)=[O:12].[OH:16][C:17]1[CH:22]=[CH:21][CH:20]=[CH:19][C:18]=1[CH2:23][C:24]1[CH:29]=[CH:28][CH:27]=[CH:26][C:25]=1O, predict the reaction product. The product is: [CH:17]1[C:18]([CH2:23][C:4]2[CH:3]=[CH:2][C:1]([OH:7])=[CH:6][CH:5]=2)=[CH:19][CH:11]=[C:10]([OH:15])[CH:22]=1.[CH:20]1[CH:19]=[C:18]([CH2:23][C:24]2[CH:29]=[CH:28][C:27]([OH:12])=[CH:26][CH:25]=2)[C:17]([OH:16])=[CH:22][CH:21]=1.